From a dataset of Full USPTO retrosynthesis dataset with 1.9M reactions from patents (1976-2016). Predict the reactants needed to synthesize the given product. (1) The reactants are: [F:1][C:2]1[CH:7]=[CH:6][C:5]([N:8]2[CH2:17][CH2:16][C:15]3[C:10](=[CH:11][CH:12]=[C:13]([OH:18])[CH:14]=3)[CH:9]2[CH2:19][C:20]2[CH:25]=[CH:24][C:23]([O:26][CH2:27][CH2:28][CH:29]3[CH2:34][CH2:33][CH2:32][CH2:31][NH:30]3)=[CH:22][CH:21]=2)=[CH:4][CH:3]=1.[H-].[Na+].Br[CH2:38][C:39]([NH2:41])=[O:40]. Given the product [C:39]([CH2:38][NH:41][C:39](=[O:40])[CH2:38][O:18][C:13]1[CH:14]=[C:15]2[C:10](=[CH:11][CH:12]=1)[CH:9]([CH2:19][C:20]1[CH:25]=[CH:24][C:23]([O:26][CH2:27][CH2:28][CH:29]3[CH2:34][CH2:33][CH2:32][CH2:31][NH:30]3)=[CH:22][CH:21]=1)[N:8]([C:5]1[CH:6]=[CH:7][C:2]([F:1])=[CH:3][CH:4]=1)[CH2:17][CH2:16]2)(=[O:40])[NH2:41], predict the reactants needed to synthesize it. (2) Given the product [F:27][C:3]([F:2])([F:26])[C:4]1[CH:25]=[CH:24][CH:23]=[CH:22][C:5]=1[CH:6]([O:17][CH:18]1[CH2:21][N:20]([C:36]([NH:35][CH2:32][CH:33]=[CH2:34])=[O:37])[CH2:19]1)[C:7]1[CH:12]=[CH:11][C:10]([O:13][CH:14]([F:15])[F:16])=[CH:9][CH:8]=1, predict the reactants needed to synthesize it. The reactants are: Cl.[F:2][C:3]([F:27])([F:26])[C:4]1[CH:25]=[CH:24][CH:23]=[CH:22][C:5]=1[CH:6]([O:17][CH:18]1[CH2:21][NH:20][CH2:19]1)[C:7]1[CH:12]=[CH:11][C:10]([O:13][CH:14]([F:16])[F:15])=[CH:9][CH:8]=1.C(=O)([O-])[O-].[CH2:32]([N:35]=[C:36]=[O:37])[CH:33]=[CH2:34].